From a dataset of NCI-60 drug combinations with 297,098 pairs across 59 cell lines. Regression. Given two drug SMILES strings and cell line genomic features, predict the synergy score measuring deviation from expected non-interaction effect. (1) Drug 1: CC1C(C(CC(O1)OC2CC(CC3=C2C(=C4C(=C3O)C(=O)C5=C(C4=O)C(=CC=C5)OC)O)(C(=O)C)O)N)O.Cl. Drug 2: C1=NC2=C(N1)C(=S)N=CN2. Cell line: MDA-MB-231. Synergy scores: CSS=18.5, Synergy_ZIP=-15.4, Synergy_Bliss=-22.8, Synergy_Loewe=-29.5, Synergy_HSA=-22.1. (2) Drug 1: CC1=C2C(C(=O)C3(C(CC4C(C3C(C(C2(C)C)(CC1OC(=O)C(C(C5=CC=CC=C5)NC(=O)OC(C)(C)C)O)O)OC(=O)C6=CC=CC=C6)(CO4)OC(=O)C)O)C)O. Drug 2: C#CCC(CC1=CN=C2C(=N1)C(=NC(=N2)N)N)C3=CC=C(C=C3)C(=O)NC(CCC(=O)O)C(=O)O. Cell line: EKVX. Synergy scores: CSS=1.95, Synergy_ZIP=0.712, Synergy_Bliss=-0.859, Synergy_Loewe=3.17, Synergy_HSA=0.704.